This data is from Reaction yield outcomes from USPTO patents with 853,638 reactions. The task is: Predict the reaction yield, written as a fraction of the theoretical maximum amount of product (1.0 means a 100% yield; for example, 0.34 means a 34% yield). (1) The yield is 0.270. The product is [CH3:34][N:31]1[CH2:30][CH2:29][N:28]([C@@H:25]2[CH2:26][CH2:27][C@H:22]([N:11]3[C:7]4=[N:8][CH:9]=[N:10][C:5]([NH2:4])=[C:6]4[C:13]([C:14]4[CH:21]=[CH:20][C:17]([C:18]5[O:19][CH:46]=[N:45][CH:44]=5)=[CH:16][CH:15]=4)=[N:12]3)[CH2:23][CH2:24]2)[CH2:33][CH2:32]1. The reactants are C[O-].[Na+].[NH2:4][C:5]1[N:10]=[CH:9][N:8]=[C:7]2[N:11]([CH:22]3[CH2:27][CH2:26][CH:25]([N:28]4[CH2:33][CH2:32][N:31]([CH3:34])[CH2:30][CH2:29]4)[CH2:24][CH2:23]3)[N:12]=[C:13]([C:14]3[CH:21]=[CH:20][C:17]([CH:18]=[O:19])=[CH:16][CH:15]=3)[C:6]=12.C1(C)C=CC(S([CH2:44][N+:45]#[C-:46])(=O)=O)=CC=1.O. The catalyst is CO. (2) The reactants are [NH2:1][CH2:2][CH2:3][CH2:4][CH2:5][O:6][C:7]1[CH:14]=[CH:13][CH:12]=[C:11]([N+:15]([O-:17])=[O:16])[C:8]=1[C:9]#[N:10].C(N(CC)CC)C.[C:25](Cl)(=[O:27])[CH3:26]. The catalyst is CN(C1C=CN=CC=1)C.ClCCl.CCOC(C)=O. The product is [C:9]([C:8]1[C:11]([N+:15]([O-:17])=[O:16])=[CH:12][CH:13]=[CH:14][C:7]=1[O:6][CH2:5][CH2:4][CH2:3][CH2:2][NH:1][C:25](=[O:27])[CH3:26])#[N:10]. The yield is 0.570. (3) The reactants are C[O:2][C:3]1[CH:4]=[CH:5][C:6]2[C:7]3[N:8]([CH2:22][CH2:23][N:24]=3)[C:9]([NH:13][C:14](=[O:21])[C:15]3[CH:20]=[CH:19][CH:18]=[N:17][CH:16]=3)=[N:10][C:11]=2[CH:12]=1.[S-2].[Na+].[Na+]. The catalyst is CN1CCCC1=O. The product is [OH:2][C:3]1[CH:4]=[CH:5][C:6]2[C:7]3[N:8]([CH2:22][CH2:23][N:24]=3)[C:9]([NH:13][C:14](=[O:21])[C:15]3[CH:20]=[CH:19][CH:18]=[N:17][CH:16]=3)=[N:10][C:11]=2[CH:12]=1. The yield is 0.699. (4) The reactants are [NH:1]1[C:9]2[CH:8]=[CH:7][CH:6]=[C:5]([C:10]([O:12][CH3:13])=[O:11])[C:4]=2[CH:3]=[N:2]1.F[B-](F)(F)F.[CH3:19][O+](C)C. The catalyst is C(OCC)(=O)C.C(=O)([O-])O.[Na+]. The product is [CH3:19][N:2]1[CH:3]=[C:4]2[C:9]([CH:8]=[CH:7][CH:6]=[C:5]2[C:10]([O:12][CH3:13])=[O:11])=[N:1]1. The yield is 0.840. (5) The reactants are [H-].[Na+].[CH2:3]([OH:5])[CH3:4].[C:6]1(=[O:13])C[CH2:11][CH2:10][CH2:9][CH2:8][CH2:7]1.C(OCC)=O. The catalyst is C(OCC)C. The yield is 0.750. The product is [OH:5]/[CH:3]=[C:4]1\[C:6](=[O:13])[CH2:7][CH2:8][CH2:9][CH2:10][CH2:11]\1. (6) The reactants are [CH2:1]([N:3]1[C:8]([CH3:9])=[C:7]([CH3:10])[CH:6]=C(C#N)[C:4]1=[O:13])[CH3:2].[OH-:14].[K+].[CH2:16]([OH:18])[CH3:17]. No catalyst specified. The product is [CH2:1]([N:3]1[C:8]([CH3:9])=[C:7]([CH3:10])[CH:6]=[C:17]([C:16]([OH:14])=[O:18])[C:4]1=[O:13])[CH3:2]. The yield is 0.733. (7) The reactants are [F:1][C:2]1[CH:7]=[CH:6][CH:5]=[CH:4][C:3]=1[C:8]1[NH:12][CH:11]=[C:10]([CH:13]=[O:14])[CH:9]=1.[H-].[Na+].C1OCCOCCOCCOCCOC1.[Cl:32][C:33]1[N:38]=[CH:37][C:36]([S:39](Cl)(=[O:41])=[O:40])=[CH:35][CH:34]=1. The catalyst is O1CCCC1.O. The product is [Cl:32][C:33]1[N:38]=[CH:37][C:36]([S:39]([N:12]2[C:8]([C:3]3[CH:4]=[CH:5][CH:6]=[CH:7][C:2]=3[F:1])=[CH:9][C:10]([CH:13]=[O:14])=[CH:11]2)(=[O:41])=[O:40])=[CH:35][CH:34]=1. The yield is 0.660.